From a dataset of Catalyst prediction with 721,799 reactions and 888 catalyst types from USPTO. Predict which catalyst facilitates the given reaction. (1) Reactant: Br[CH:2]([C:7]1[CH:12]=[CH:11][CH:10]=[C:9]([Br:13])[N:8]=1)[C:3]([O:5][CH3:6])=[O:4].[CH3:14][C:15]([O-:17])=[O:16].[K+]. Product: [CH3:6][O:5][C:3](=[O:4])[CH:2]([O:17][C:15](=[O:16])[CH3:14])[C:7]1[CH:12]=[CH:11][CH:10]=[C:9]([Br:13])[N:8]=1. The catalyst class is: 18. (2) Reactant: [CH3:1][C:2]1[CH:9]=[CH:8][C:5]([CH:6]=O)=[CH:4][C:3]=1[N+:10]([O-:12])=[O:11].Cl.[NH2:14][OH:15].C([O-])(=O)C.[Na+]. The catalyst class is: 30. Product: [CH3:1][C:2]1[CH:9]=[CH:8][C:5]([CH:6]=[N:14][OH:15])=[CH:4][C:3]=1[N+:10]([O-:12])=[O:11]. (3) Reactant: [CH3:1][C:2]1[CH:7]=[CH:6][C:5]([C:8]([N:10]=[C:11]=[S:12])=[O:9])=[CH:4][CH:3]=1.[CH3:13][O:14][C:15]1[CH:16]=[C:17]2[C:22](=[CH:23][C:24]=1[O:25][CH3:26])[N:21]=[CH:20][CH:19]=[C:18]2[O:27][C:28]1[CH:34]=[CH:33][C:31]([NH2:32])=[C:30]([CH3:35])[CH:29]=1.C1(C)C=CC=CC=1. Product: [CH3:13][O:14][C:15]1[CH:16]=[C:17]2[C:22](=[CH:23][C:24]=1[O:25][CH3:26])[N:21]=[CH:20][CH:19]=[C:18]2[O:27][C:28]1[CH:34]=[CH:33][C:31]([NH:32][C:11]([NH:10][C:8](=[O:9])[C:5]2[CH:4]=[CH:3][C:2]([CH3:1])=[CH:7][CH:6]=2)=[S:12])=[C:30]([CH3:35])[CH:29]=1. The catalyst class is: 8. (4) Reactant: [CH3:1][C:2]1[C:3]2[N:4]([N:11]=[C:12]([C:14]3[CH:19]=[CH:18][CH:17]=[CH:16][CH:15]=3)[N:13]=2)[CH:5]=[CH:6][C:7]=1C(O)=O.C([N:22](CC)CC)C.P(N=[N+]=[N-])(=O)(OC1C=CC=CC=1)OC1C=CC=CC=1. Product: [CH3:1][C:2]1[C:3]2[N:4]([N:11]=[C:12]([C:14]3[CH:19]=[CH:18][CH:17]=[CH:16][CH:15]=3)[N:13]=2)[CH:5]=[CH:6][C:7]=1[NH2:22]. The catalyst class is: 107. (5) The catalyst class is: 18. Product: [CH3:86][N:82]([CH3:81])[CH2:83]/[CH:85]=[CH:31]/[C:30]([N:26]1[CH2:27][CH2:28][N:23]([C:21]2[CH:20]=[CH:19][C:15]([C:16]([NH2:18])=[O:17])=[C:14]([C:11]3[CH:10]=[CH:9][C:8]([O:1][C:2]4[CH:3]=[CH:4][CH:5]=[CH:6][CH:7]=4)=[CH:13][CH:12]=3)[N:22]=2)[CH2:24][CH2:25]1)=[O:29]. Reactant: [O:1]([C:8]1[CH:13]=[CH:12][C:11]([C:14]2[N:22]=[C:21]([N:23]3[CH2:28][CH2:27][NH:26][CH2:25][CH2:24]3)[CH:20]=[CH:19][C:15]=2[C:16]([NH2:18])=[O:17])=[CH:10][CH:9]=1)[C:2]1[CH:7]=[CH:6][CH:5]=[CH:4][CH:3]=1.[O:29](C1C=CC(C2C(C(N)=O)=CN=C(C3CCNC3)N=2)=CC=1)[C:30]1C=CC=C[CH:31]=1.CN(C(ON1N=NC2C=CC=NC1=2)=[N+](C)C)C.F[P-](F)(F)(F)(F)F.C[CH2:81][N:82]([CH:86](C)C)[CH:83]([CH3:85])C. (6) Reactant: [O:1]1[C:5]2[CH:6]=[CH:7][CH:8]=[CH:9][C:4]=2[C:3]([C:10]2[CH:15]=[CH:14][CH:13]=[CH:12][C:11]=2[CH:16]([CH2:18][CH:19]=[CH2:20])O)=[N:2]1.C1(P(C2C=CC=CC=2)C2C=CC=CC=2)C=CC=CC=1.N(C(OCC)=O)=NC(OCC)=O.C1(P([N:66]=[N+:67]=[N-:68])(C2C=CC=CC=2)=O)C=CC=CC=1. Product: [N:66]([CH:16]([C:11]1[CH:12]=[CH:13][CH:14]=[CH:15][C:10]=1[C:3]1[C:4]2[CH:9]=[CH:8][CH:7]=[CH:6][C:5]=2[O:1][N:2]=1)[CH2:18][C:19]#[CH:20])=[N+:67]=[N-:68]. The catalyst class is: 48. (7) Reactant: [NH2:1][C:2]1[S:3][C:4]([C:11]2[CH:16]=[CH:15][CH:14]=[CH:13][CH:12]=2)=[CH:5][C:6]=1[C:7]([O:9][CH3:10])=[O:8].[C:17]([OH:21])([CH3:20])([CH3:19])[CH3:18].[O:22]1CCC[CH2:23]1. Product: [C:17]([O:21][C:23]([NH:1][C:2]1[S:3][C:4]([C:11]2[CH:16]=[CH:15][CH:14]=[CH:13][CH:12]=2)=[CH:5][C:6]=1[C:7]([O:9][CH3:10])=[O:8])=[O:22])([CH3:20])([CH3:19])[CH3:18]. The catalyst class is: 277. (8) Reactant: C([O:8][C:9]1[C:13]([O:14][CH2:15][O:16][P:17]([O:27]CC2C=CC=CC=2)([O:19]CC2C=CC=CC=2)=[O:18])=[C:12]([C:35](=[O:39])[N:36]([CH3:38])[CH3:37])[N:11]([C:40]2[CH:45]=[CH:44][C:43]([O:46][CH3:47])=[CH:42][CH:41]=2)[C:10]=1[C:48]([O:50][CH2:51][CH3:52])=[O:49])C1C=CC=CC=1. Product: [CH3:38][N:36]([CH3:37])[C:35]([C:12]1[N:11]([C:40]2[CH:45]=[CH:44][C:43]([O:46][CH3:47])=[CH:42][CH:41]=2)[C:10]([C:48]([O:50][CH2:51][CH3:52])=[O:49])=[C:9]([OH:8])[C:13]=1[O:14][CH2:15][O:16][P:17]([OH:19])([OH:27])=[O:18])=[O:39]. The catalyst class is: 19. (9) Reactant: [Cl:1][C:2]1[CH:7]=[CH:6][C:5]([C:8]2[C:12]3[CH2:13][N:14]([C:17](=[O:19])[CH3:18])[CH2:15][CH2:16][C:11]=3[N:10]([CH2:20][CH:21]3[CH2:23][O:22]3)[N:9]=2)=[CH:4][CH:3]=1.[O:24]1[C:28]2([CH2:33][CH2:32][NH:31][CH2:30][CH2:29]2)[O:27][CH2:26][CH2:25]1.C(S([O-])(=O)=O)(F)(F)F.C(S([O-])(=O)=O)(F)(F)F.C(S([O-])(=O)=O)(F)(F)F.[Yb+3].O. Product: [Cl:1][C:2]1[CH:7]=[CH:6][C:5]([C:8]2[C:12]3[CH2:13][N:14]([C:17](=[O:19])[CH3:18])[CH2:15][CH2:16][C:11]=3[N:10]([CH2:20][CH:21]([OH:22])[CH2:23][N:31]3[CH2:32][CH2:33][C:28]4([O:27][CH2:26][CH2:25][O:24]4)[CH2:29][CH2:30]3)[N:9]=2)=[CH:4][CH:3]=1. The catalyst class is: 2.